From a dataset of Catalyst prediction with 721,799 reactions and 888 catalyst types from USPTO. Predict which catalyst facilitates the given reaction. (1) Reactant: [CH3:1][O:2][C:3]1[CH:4]=[C:5]2[C:10](=[CH:11][C:12]=1[O:13][CH3:14])[N:9]=[CH:8][N:7]=[C:6]2[O:15][C:16]1[CH:22]=[CH:21][C:19]([NH2:20])=[CH:18][CH:17]=1.ClC(Cl)(O[C:27](=[O:33])OC(Cl)(Cl)Cl)Cl.[NH2:35][N:36]1[CH2:42][CH2:41][CH2:40][CH2:39][CH2:38][CH2:37]1.C(=O)(O)[O-].[Na+]. Product: [CH3:1][O:2][C:3]1[CH:4]=[C:5]2[C:10](=[CH:11][C:12]=1[O:13][CH3:14])[N:9]=[CH:8][N:7]=[C:6]2[O:15][C:16]1[CH:22]=[CH:21][C:19]([NH:20][C:27]([NH:35][N:36]2[CH2:42][CH2:41][CH2:40][CH2:39][CH2:38][CH2:37]2)=[O:33])=[CH:18][CH:17]=1. The catalyst class is: 208. (2) Reactant: [CH3:1][C:2]1[NH:3][C:4]2[C:9]([C:10]=1[C:11]([N:13]1[CH2:18][CH2:17][C:16]3([C:22]4[CH:23]=[CH:24][CH:25]=[CH:26][C:21]=4[CH2:20][O:19]3)[CH2:15][CH2:14]1)=[O:12])=[CH:8][CH:7]=[CH:6][CH:5]=2.[H-].[Na+].[C:29]1([S:35](Cl)(=[O:37])=[O:36])[CH:34]=[CH:33][CH:32]=[CH:31][CH:30]=1. Product: [CH3:1][C:2]1[N:3]([S:35]([C:29]2[CH:34]=[CH:33][CH:32]=[CH:31][CH:30]=2)(=[O:37])=[O:36])[C:4]2[C:9]([C:10]=1[C:11]([N:13]1[CH2:14][CH2:15][C:16]3([C:22]4[CH:23]=[CH:24][CH:25]=[CH:26][C:21]=4[CH2:20][O:19]3)[CH2:17][CH2:18]1)=[O:12])=[CH:8][CH:7]=[CH:6][CH:5]=2. The catalyst class is: 3. (3) Reactant: [NH2:1][C:2]1[C:3]([C:7]2[N:8]([CH2:26][CH3:27])[C:9]3[CH:14]=[C:13]([CH2:15][C:16]4[CH:17]=[C:18]([CH:22]=[CH:23][CH:24]=4)[C:19]([OH:21])=O)[N:12]=[CH:11][C:10]=3[N:25]=2)=[N:4][O:5][N:6]=1.[N:28]1([CH2:34][CH2:35][NH2:36])[CH2:33][CH2:32][O:31][CH2:30][CH2:29]1.C1C=CC2N(O)N=NC=2C=1.CN(C(ON1N=NC2C=CC=CC1=2)=[N+](C)C)C.F[P-](F)(F)(F)(F)F.CN1CCOCC1. Product: [NH2:1][C:2]1[C:3]([C:7]2[N:8]([CH2:26][CH3:27])[C:9]3[CH:14]=[C:13]([CH2:15][C:16]4[CH:17]=[C:18]([CH:22]=[CH:23][CH:24]=4)[C:19]([NH:36][CH2:35][CH2:34][N:28]4[CH2:33][CH2:32][O:31][CH2:30][CH2:29]4)=[O:21])[N:12]=[CH:11][C:10]=3[N:25]=2)=[N:4][O:5][N:6]=1. The catalyst class is: 3. (4) Reactant: [Br:1][C:2]1[CH:7]=[CH:6][CH:5]=[C:4]([CH2:8]O)[N:3]=1.S(Cl)([Cl:12])=O. Product: [Br:1][C:2]1[CH:7]=[CH:6][CH:5]=[C:4]([CH2:8][Cl:12])[N:3]=1. The catalyst class is: 22.